From a dataset of Forward reaction prediction with 1.9M reactions from USPTO patents (1976-2016). Predict the product of the given reaction. (1) Given the reactants C([O:8][C:9](=[O:39])[C@H:10]([N:14]([CH2:29][C:30]1[CH:35]=[CH:34][C:33]2[O:36][CH2:37][O:38][C:32]=2[CH:31]=1)[S:15]([C:18]1[C:23]([CH3:24])=[CH:22][C:21]([O:25][CH3:26])=[C:20]([CH3:27])[C:19]=1[CH3:28])(=[O:17])=[O:16])[CH:11]([CH3:13])[CH3:12])C1C=CC=CC=1, predict the reaction product. The product is: [CH2:37]1[O:36][C:33]2[CH:34]=[CH:35][C:30]([CH2:29][N:14]([S:15]([C:18]3[C:23]([CH3:24])=[CH:22][C:21]([O:25][CH3:26])=[C:20]([CH3:27])[C:19]=3[CH3:28])(=[O:17])=[O:16])[C@H:10]([CH:11]([CH3:13])[CH3:12])[C:9]([OH:39])=[O:8])=[CH:31][C:32]=2[O:38]1. (2) Given the reactants [N+:1]([C:4]1[CH:9]=[C:8]([N+:10]([O-:12])=[O:11])[CH:7]=[CH:6][C:5]=1[N:13]=[N:14][C:15]1[C:21]([O:22][CH2:23][CH:24]([CH2:29][CH3:30])[CH2:25][CH2:26][CH2:27][CH3:28])=[CH:20][C:18]([NH2:19])=[C:17]([O:31][CH2:32][CH:33]([CH2:38][CH3:39])[CH2:34][CH2:35][CH2:36][CH3:37])[CH:16]=1)([O-:3])=[O:2].N(OS(=O)(=O)O)=O.S(=O)(=O)(O)O.[CH2:52]([N:66]([CH2:74][CH2:75][CH2:76][CH2:77][CH2:78][CH2:79][CH2:80][CH2:81][CH2:82][CH2:83][CH2:84][CH2:85][CH2:86][CH3:87])[C:67]1[CH:72]=[CH:71][CH:70]=[C:69]([CH3:73])[CH:68]=1)[CH2:53][CH2:54][CH2:55][CH2:56][CH2:57][CH2:58][CH2:59][CH2:60][CH2:61][CH2:62][CH2:63][CH2:64][CH3:65].S(=O)(=O)(O)[NH2:89], predict the reaction product. The product is: [N+:1]([C:4]1[CH:9]=[C:8]([N+:10]([O-:12])=[O:11])[CH:7]=[CH:6][C:5]=1/[N:13]=[N:14]/[C:15]1[C:21]([O:22][CH2:23][CH:24]([CH2:29][CH3:30])[CH2:25][CH2:26][CH2:27][CH3:28])=[CH:20][C:18](/[N:19]=[N:89]/[C:70]2[CH:71]=[CH:72][C:67]([N:66]([CH2:52][CH2:53][CH2:54][CH2:55][CH2:56][CH2:57][CH2:58][CH2:59][CH2:60][CH2:61][CH2:62][CH2:63][CH2:64][CH3:65])[CH2:74][CH2:75][CH2:76][CH2:77][CH2:78][CH2:79][CH2:80][CH2:81][CH2:82][CH2:83][CH2:84][CH2:85][CH2:86][CH3:87])=[CH:68][C:69]=2[CH3:73])=[C:17]([O:31][CH2:32][CH:33]([CH2:38][CH3:39])[CH2:34][CH2:35][CH2:36][CH3:37])[CH:16]=1)([O-:3])=[O:2].